From a dataset of Forward reaction prediction with 1.9M reactions from USPTO patents (1976-2016). Predict the product of the given reaction. (1) Given the reactants [NH2:1][NH:2][C:3]([C:5]1[C:10]([Br:11])=[CH:9][CH:8]=[CH:7][N:6]=1)=[NH:4].[N+:12]([C:15]1[CH:16]=[CH:17][C:18]([OH:23])=[C:19]([CH:22]=1)[CH:20]=O)([O-:14])=[O:13], predict the reaction product. The product is: [Br:11][C:10]1[C:5]([C:3]2[N:4]=[C:20]([C:19]3[CH:22]=[C:15]([N+:12]([O-:14])=[O:13])[CH:16]=[CH:17][C:18]=3[OH:23])[NH:1][N:2]=2)=[N:6][CH:7]=[CH:8][CH:9]=1. (2) Given the reactants [C:1]([O:9][C:10]1([CH2:23][C:24]2[CH:29]=[C:28](OC)[C:27](OC)=[C:26]([O:34][CH3:35])[CH:25]=2)[C:18]2[C:13](=[CH:14][CH:15]=[C:16](C)[CH:17]=2)[N:12]([CH2:20][CH3:21])[C:11]1=[O:22])(=[O:8])[C:2]1[CH:7]=[CH:6][CH:5]=[CH:4][CH:3]=1.C(OC1C2C(=CC=C([Cl:54])C=2)N(CC)C1=O)(=O)C1C=CC=CC=1.COC1C=C(C=CC=1)CCl, predict the reaction product. The product is: [C:1]([O:9][C:10]1([CH2:23][C:24]2[CH:29]=[CH:28][CH:27]=[C:26]([O:34][CH3:35])[CH:25]=2)[C:18]2[C:13](=[CH:14][CH:15]=[C:16]([Cl:54])[CH:17]=2)[N:12]([CH2:20][CH3:21])[C:11]1=[O:22])(=[O:8])[C:2]1[CH:7]=[CH:6][CH:5]=[CH:4][CH:3]=1. (3) Given the reactants [NH2:1][CH2:2][CH2:3][CH2:4][O:5][C:6]1[CH:11]=[CH:10][CH:9]=[C:8]([O:12][CH3:13])[C:7]=1[C:14]1[NH:18][N:17]=[C:16]([NH:19][C:20]2[N:21]=[CH:22][C:23]([C:26]#[N:27])=[N:24][CH:25]=2)[CH:15]=1.[CH3:28][S:29]([OH:32])(=[O:31])=[O:30], predict the reaction product. The product is: [CH3:28][S:29]([OH:32])(=[O:31])=[O:30].[NH2:1][CH2:2][CH2:3][CH2:4][O:5][C:6]1[CH:11]=[CH:10][CH:9]=[C:8]([O:12][CH3:13])[C:7]=1[C:14]1[NH:18][N:17]=[C:16]([NH:19][C:20]2[N:21]=[CH:22][C:23]([C:26]#[N:27])=[N:24][CH:25]=2)[CH:15]=1. (4) Given the reactants [Cl:1][C:2]1[N:7]=[N:6][C:5]([NH:8][CH3:9])=[C:4]([C:10]2[CH:15]=[CH:14][CH:13]=[CH:12][CH:11]=2)[CH:3]=1.[F:16][C:17]([F:32])([F:31])[C:18]1[CH:19]=[C:20]([CH:24]=[C:25]([C:27]([F:30])([F:29])[F:28])[CH:26]=1)[C:21]([OH:23])=O, predict the reaction product. The product is: [Cl:1][C:2]1[N:7]=[N:6][C:5]([N:8]([CH3:9])[C:21](=[O:23])[C:20]2[CH:24]=[C:25]([C:27]([F:30])([F:29])[F:28])[CH:26]=[C:18]([C:17]([F:16])([F:32])[F:31])[CH:19]=2)=[C:4]([C:10]2[CH:11]=[CH:12][CH:13]=[CH:14][CH:15]=2)[CH:3]=1. (5) Given the reactants Cl[CH2:2][C:3]([NH:5][C:6]1[CH:7]=[C:8]([CH:25]=[CH:26][C:27]=1[O:28][C:29]([F:32])([F:31])[F:30])[C:9]([NH:11][C:12]1[CH:13]=[N:14][C:15]([C:18]2[CH:23]=[CH:22][CH:21]=[CH:20][C:19]=2[F:24])=[CH:16][CH:17]=1)=[O:10])=[O:4].[I-].[K+].C(N(C(C)C)C(C)C)C.[CH3:44][N:45]1[CH2:50][CH2:49][NH:48][CH2:47][C@@H:46]1[CH3:51], predict the reaction product. The product is: [CH3:51][C@@H:46]1[N:45]([CH3:44])[CH2:50][CH2:49][N:48]([CH2:2][C:3]([NH:5][C:6]2[CH:7]=[C:8]([CH:25]=[CH:26][C:27]=2[O:28][C:29]([F:32])([F:31])[F:30])[C:9]([NH:11][C:12]2[CH:13]=[N:14][C:15]([C:18]3[CH:23]=[CH:22][CH:21]=[CH:20][C:19]=3[F:24])=[CH:16][CH:17]=2)=[O:10])=[O:4])[CH2:47]1. (6) Given the reactants C(OC([N:8]1[CH2:13][CH2:12][N:11]([C:14](=[O:32])[C:15]2[CH:20]=[CH:19][CH:18]=[C:17]([C:21]3[C:30]4[C:25](=[CH:26][CH:27]=[C:28](Br)[CH:29]=4)[N:24]=[CH:23][N:22]=3)[CH:16]=2)[CH2:10][C@H:9]1[CH3:33])=O)(C)(C)C.[CH3:34][O:35][C:36]1[N:43]=[CH:42][C:41](B2OC(C)(C)C(C)(C)O2)=[CH:40][C:37]=1[C:38]#[N:39].C([O-])([O-])=O.[Na+].[Na+].C(O)(C(F)(F)F)=O, predict the reaction product. The product is: [CH3:34][O:35][C:36]1[N:43]=[CH:42][C:41]([C:28]2[CH:29]=[C:30]3[C:25](=[CH:26][CH:27]=2)[N:24]=[CH:23][N:22]=[C:21]3[C:17]2[CH:18]=[CH:19][CH:20]=[C:15]([C:14]([N:11]3[CH2:12][CH2:13][NH:8][C@H:9]([CH3:33])[CH2:10]3)=[O:32])[CH:16]=2)=[CH:40][C:37]=1[C:38]#[N:39]. (7) Given the reactants [CH2:1]([O:3][C:4]([C:6]1[C:10]([Br:11])=[C:9]([Br:12])[N:8]([CH2:13][C:14]2[CH:19]=[CH:18][CH:17]=[CH:16][CH:15]=2)[C:7]=1[CH2:20]Br)=[O:5])[CH3:2].[CH2:22]([O:24][C:25](=[O:35])[CH2:26][NH:27][C:28]([O:30][C:31]([CH3:34])([CH3:33])[CH3:32])=[O:29])[CH3:23], predict the reaction product. The product is: [CH2:1]([O:3][C:4]([C:6]1[C:10]([Br:11])=[C:9]([Br:12])[N:8]([CH2:13][C:14]2[CH:19]=[CH:18][CH:17]=[CH:16][CH:15]=2)[C:7]=1[CH2:20][N:27]([C:28]([O:30][C:31]([CH3:32])([CH3:34])[CH3:33])=[O:29])[CH2:26][C:25]([O:24][CH2:22][CH3:23])=[O:35])=[O:5])[CH3:2]. (8) Given the reactants [CH3:1][N:2]1[CH:6]=[C:5]([C:7]2[CH:8]=[C:9]3[C:14](=[CH:15][CH:16]=2)[N:13]([C:17]2[C:21]4[CH2:22][N:23](C(OC(C)(C)C)=O)[CH2:24][CH2:25][C:20]=4[N:19]([C@H:33]4[CH2:37][CH2:36][O:35][CH2:34]4)[N:18]=2)[CH2:12][CH2:11][CH2:10]3)[CH:4]=[N:3]1.FC(F)(F)C(O)=O.C([O-])(O)=O.[Na+], predict the reaction product. The product is: [CH3:1][N:2]1[CH:6]=[C:5]([C:7]2[CH:8]=[C:9]3[C:14](=[CH:15][CH:16]=2)[N:13]([C:17]2[C:21]4[CH2:22][NH:23][CH2:24][CH2:25][C:20]=4[N:19]([C@H:33]4[CH2:37][CH2:36][O:35][CH2:34]4)[N:18]=2)[CH2:12][CH2:11][CH2:10]3)[CH:4]=[N:3]1.